From a dataset of HIV replication inhibition screening data with 41,000+ compounds from the AIDS Antiviral Screen. Binary Classification. Given a drug SMILES string, predict its activity (active/inactive) in a high-throughput screening assay against a specified biological target. (1) The compound is CC(CO)CS(=O)(=O)O. The result is 0 (inactive). (2) The compound is Cc1ccc2[nH]c3c(c(=O)n(C)c(=O)n3C)c2c1. The result is 0 (inactive). (3) The compound is COc1ccc(C2c3cc4c(cc3OC(N3CCCCC3)C2C)OCO4)cc1. The result is 0 (inactive). (4) The drug is COS(=O)(O)=[OH+].C[n+]1c2ccccc2c(CNCC(=O)O)c2ccccc21. The result is 0 (inactive). (5) The molecule is CC1=C(C#N)C(=O)N(N=Cc2ccc(Cl)cc2)C(=O)C1=c1oc(=C2C(=O)N(N=Cc3ccc(Cl)cc3)C(=O)C(C#N)=C2C)c2nccnc12. The result is 0 (inactive). (6) The molecule is CCCCCCCNC1=C(O)C(=O)c2ccccc2C1=O. The result is 0 (inactive). (7) The compound is O=C(CCCCCCCCC(=O)NN1C(=O)C(=Cc2ccc(O)c(O)c2)SC1c1ccc(Cl)cc1)NN1C(=O)C(=Cc2ccc(O)c(O)c2)SC1c1ccc(Cl)cc1. The result is 0 (inactive). (8) The molecule is O=S(=O)(O)c1ccc2cc(N=Nc3cc(S(=O)(=O)O)c4cccnc4c3O)ccc2c1. The result is 1 (active). (9) The compound is COc1cc2c(cc1OC)C(=O)C(=Cc1ccc(Cl)cc1)CC2. The result is 0 (inactive).